This data is from Reaction yield outcomes from USPTO patents with 853,638 reactions. The task is: Predict the reaction yield, written as a fraction of the theoretical maximum amount of product (1.0 means a 100% yield; for example, 0.34 means a 34% yield). (1) The reactants are [Li]C(C)(C)C.[CH3:6][C:7]([Si:10]([CH3:20])([CH3:19])[O:11][CH2:12][CH2:13][C:14]1[O:15][CH:16]=[CH:17][CH:18]=1)([CH3:9])[CH3:8].[CH2:21]1[O:23][CH2:22]1.[NH4+].[Cl-]. The catalyst is C1COCC1. The product is [CH3:9][C:7]([Si:10]([CH3:19])([CH3:20])[O:11][CH2:12][CH2:13][C:14]1[O:15][C:16]([CH2:21][CH2:22][OH:23])=[CH:17][CH:18]=1)([CH3:6])[CH3:8]. The yield is 0.670. (2) The reactants are IC1C2CC3C(=CC=CC=3)NC=2C(C(OC)=O)=CC=1.[I:20][C:21]1[CH:34]=[C:33]([C:35]([O:37][CH3:38])=[O:36])[C:32]2[NH:31][C:30]3[C:25](=[CH:26][CH:27]=[CH:28][CH:29]=3)[C:24](=O)[C:23]=2[CH:22]=1.[K+].[Br-].NC1C=CC2N=C(C(OCC)=O)NC=2C=1.C(N(CC)CCNC(C1N=C2C=CC(I)=CN2C=1)=O)C.[N+](C1C=CC2N=C(C(OCC)=O)NC=2C=1)([O-])=O. The catalyst is ClCCl. The product is [I:20][C:21]1[CH:34]=[C:33]([C:35]([O:37][CH3:38])=[O:36])[C:32]2[NH:31][C:30]3[C:25](=[CH:26][CH:27]=[CH:28][CH:29]=3)[CH2:24][C:23]=2[CH:22]=1. The yield is 0.580.